Dataset: Reaction yield outcomes from USPTO patents with 853,638 reactions. Task: Predict the reaction yield, written as a fraction of the theoretical maximum amount of product (1.0 means a 100% yield; for example, 0.34 means a 34% yield). (1) The reactants are COCN[C:5]([C:7]1[N:8]=[C:9]([C:12]2[CH:17]=[CH:16][CH:15]=[CH:14][CH:13]=2)[S:10][CH:11]=1)=[O:6].[H-].[H-].[H-].[H-].[Li+].[Al+3]. The catalyst is C1COCC1. The product is [C:12]1([C:9]2[S:10][CH:11]=[C:7]([CH:5]=[O:6])[N:8]=2)[CH:13]=[CH:14][CH:15]=[CH:16][CH:17]=1. The yield is 0.458. (2) The reactants are F[P-](F)(F)(F)(F)F.N1(OC(N(C)C)=[N+](C)C)C2N=CC=CC=2N=N1.[C:25]([O:29][C:30]([N:32]1[CH2:37][CH2:36][C:35]([NH:41][C:42]([O:44][C:45]([CH3:48])([CH3:47])[CH3:46])=[O:43])([C:38](O)=[O:39])[CH2:34][CH2:33]1)=[O:31])([CH3:28])([CH3:27])[CH3:26].[NH2:49][CH:50]([C:55]1[CH:60]=[CH:59][C:58]([Cl:61])=[CH:57][CH:56]=1)[CH2:51][CH2:52][CH2:53][OH:54].CCN(C(C)C)C(C)C.C([O-])(O)=O.[Na+]. The catalyst is CC(N(C)C)=O.CCOC(C)=O. The product is [C:45]([O:44][C:42]([NH:41][C:35]1([C:38](=[O:39])[NH:49][CH:50]([C:55]2[CH:56]=[CH:57][C:58]([Cl:61])=[CH:59][CH:60]=2)[CH2:51][CH2:52][CH2:53][OH:54])[CH2:34][CH2:33][N:32]([C:30]([O:29][C:25]([CH3:28])([CH3:27])[CH3:26])=[O:31])[CH2:37][CH2:36]1)=[O:43])([CH3:48])([CH3:47])[CH3:46]. The yield is 0.770. (3) The reactants are C([O-])(=O)C.[Mn+2:5].C([O-])(=O)C.[C:10]([OH:29])(=[O:28])[CH2:11][CH2:12][CH2:13][CH2:14][CH2:15][CH2:16][CH2:17]/[CH:18]=[CH:19]\[CH2:20][CH2:21][CH2:22][CH2:23][CH2:24][CH2:25][CH2:26][CH3:27]. No catalyst specified. The product is [C:10]([O-:29])(=[O:28])[CH2:11][CH2:12][CH2:13][CH2:14][CH2:15][CH2:16][CH2:17]/[CH:18]=[CH:19]\[CH2:20][CH2:21][CH2:22][CH2:23][CH2:24][CH2:25][CH2:26][CH3:27].[Mn+2:5].[C:10]([O-:29])(=[O:28])[CH2:11][CH2:12][CH2:13][CH2:14][CH2:15][CH2:16][CH2:17]/[CH:18]=[CH:19]\[CH2:20][CH2:21][CH2:22][CH2:23][CH2:24][CH2:25][CH2:26][CH3:27]. The yield is 0.810.